From a dataset of Catalyst prediction with 721,799 reactions and 888 catalyst types from USPTO. Predict which catalyst facilitates the given reaction. (1) Product: [ClH:42].[OH:7][C:8]1[CH:32]=[CH:31][C:30]([O:33][CH2:34][CH:35]2[CH2:36][CH2:37][N:38]([CH3:41])[CH2:39][CH2:40]2)=[CH:29][C:9]=1[C:10]([NH:12][C:13]1[CH:22]=[C:21]([C:23]2[CH:24]=[CH:25][CH:26]=[CH:27][CH:28]=2)[CH:20]=[CH:19][C:14]=1[C:15]([OH:17])=[O:16])=[O:11]. The catalyst class is: 6. Reactant: [OH-].[Na+].CC(O)C.[OH:7][C:8]1[CH:32]=[CH:31][C:30]([O:33][CH2:34][CH:35]2[CH2:40][CH2:39][N:38]([CH3:41])[CH2:37][CH2:36]2)=[CH:29][C:9]=1[C:10]([NH:12][C:13]1[CH:22]=[C:21]([C:23]2[CH:28]=[CH:27][CH:26]=[CH:25][CH:24]=2)[CH:20]=[CH:19][C:14]=1[C:15]([O:17]C)=[O:16])=[O:11].[ClH:42]. (2) Reactant: [NH2:1][C@H:2]([C:19](=[O:31])[NH:20][C:21]1[CH:22]=[CH:23][CH:24]=[C:25]2[C:30]=1[N:29]=[CH:28][CH:27]=[CH:26]2)[CH2:3][CH2:4][CH2:5][CH2:6][NH:7][S:8]([NH:11][C:12](=[O:18])[O:13][C:14]([CH3:17])([CH3:16])[CH3:15])(=[O:10])=[O:9].N1C=CC=CC=1.[CH3:38][O:39][C:40]1[CH:41]=[C:42]([S:48](Cl)(=[O:50])=[O:49])[CH:43]=[CH:44][C:45]=1[O:46][CH3:47]. Product: [CH3:38][O:39][C:40]1[CH:41]=[C:42]([S:48]([NH:1][C@H:2]([C:19](=[O:31])[NH:20][C:21]2[CH:22]=[CH:23][CH:24]=[C:25]3[C:30]=2[N:29]=[CH:28][CH:27]=[CH:26]3)[CH2:3][CH2:4][CH2:5][CH2:6][NH:7][S:8]([NH:11][C:12](=[O:18])[O:13][C:14]([CH3:17])([CH3:16])[CH3:15])(=[O:9])=[O:10])(=[O:49])=[O:50])[CH:43]=[CH:44][C:45]=1[O:46][CH3:47]. The catalyst class is: 2.